This data is from Full USPTO retrosynthesis dataset with 1.9M reactions from patents (1976-2016). The task is: Predict the reactants needed to synthesize the given product. Given the product [F:1][C:2]1[CH:7]=[CH:6][C:5]([C@H:8]2[N:12]([S:13]([C:16]3[CH:21]=[CH:20][C:19]([CH3:22])=[CH:18][CH:17]=3)(=[O:14])=[O:15])[C@@H:11]([CH2:23][CH2:24][C:25]3[O:26][CH:29]=[N:28][N:27]=3)[CH2:10][CH2:9]2)=[CH:4][CH:3]=1, predict the reactants needed to synthesize it. The reactants are: [F:1][C:2]1[CH:7]=[CH:6][C:5]([C@H:8]2[N:12]([S:13]([C:16]3[CH:21]=[CH:20][C:19]([CH3:22])=[CH:18][CH:17]=3)(=[O:15])=[O:14])[C@@H:11]([CH2:23][CH2:24][C:25]([NH:27][NH2:28])=[O:26])[CH2:10][CH2:9]2)=[CH:4][CH:3]=1.[CH:29](Cl)(Cl)Cl.